Dataset: Forward reaction prediction with 1.9M reactions from USPTO patents (1976-2016). Task: Predict the product of the given reaction. (1) Given the reactants [CH:1]([C:4]1[CH:5]=[CH:6][C:7]2[C:12]([NH:13][C:14]3[CH:19]=[C:18]([N+:20]([O-])=O)[CH:17]=[CH:16][C:15]=3[S:23][C:24]3[CH:29]=[CH:28][C:27]([OH:30])=[CH:26][CH:25]=3)=[N:11][CH:10]=[N:9][C:8]=2[N:31]=1)([CH3:3])[CH3:2], predict the reaction product. The product is: [NH2:20][C:18]1[CH:17]=[CH:16][C:15]([S:23][C:24]2[CH:25]=[CH:26][C:27]([OH:30])=[CH:28][CH:29]=2)=[C:14]([NH:13][C:12]2[C:7]3[CH:6]=[CH:5][C:4]([CH:1]([CH3:3])[CH3:2])=[N:31][C:8]=3[N:9]=[CH:10][N:11]=2)[CH:19]=1. (2) Given the reactants [ClH:1].Cl.[N:3]1[CH:8]=[CH:7][CH:6]=[C:5]([NH:9][C:10]([N:12]2[CH2:17][CH2:16][NH:15][CH2:14][CH2:13]2)=[O:11])[CH:4]=1.[CH:18]1([CH2:24][CH2:25][O:26][C:27]2[CH:28]=[C:29]([CH:32]=[CH:33][N:34]=2)[CH:30]=O)[CH2:23][CH2:22][CH2:21][CH2:20][CH2:19]1.[BH-](OC(C)=O)(OC(C)=O)OC(C)=O.[Na+].[OH-].[Na+].Cl.CCOC(C)=O, predict the reaction product. The product is: [ClH:1].[ClH:1].[ClH:1].[CH:18]1([CH2:24][CH2:25][O:26][C:27]2[CH:28]=[C:29]([CH2:30][N:15]3[CH2:14][CH2:13][N:12]([C:10]([NH:9][C:5]4[CH:4]=[N:3][CH:8]=[CH:7][CH:6]=4)=[O:11])[CH2:17][CH2:16]3)[CH:32]=[CH:33][N:34]=2)[CH2:23][CH2:22][CH2:21][CH2:20][CH2:19]1. (3) The product is: [CH3:1][C:2]1[S:3][C:4]2[CH:10]=[C:9]([CH:11]=[O:12])[CH:8]=[CH:7][C:5]=2[N:6]=1. Given the reactants [CH3:1][C:2]1[S:3][C:4]2[CH:10]=[C:9]([CH2:11][OH:12])[CH:8]=[CH:7][C:5]=2[N:6]=1, predict the reaction product. (4) Given the reactants CN1C(=O)CCC1.[CH2:8]([N:15]1[C:19]([C:20]2[CH:25]=[CH:24][C:23]([F:26])=[CH:22][CH:21]=2)=[N:18][C:17]([NH2:27])=[N:16]1)[C:9]1[CH:14]=[CH:13][CH:12]=[CH:11][CH:10]=1.[F:28][C:29]1[CH:34]=[CH:33][C:32]([C:35]2[O:36][C:37](=[O:42])[C:38]([CH3:41])([CH3:40])[N:39]=2)=[CH:31][CH:30]=1, predict the reaction product. The product is: [CH2:8]([N:15]1[C:19]([C:20]2[CH:25]=[CH:24][C:23]([F:26])=[CH:22][CH:21]=2)=[N:18][C:17]([NH:27][C:37]([C:38]([NH:39][C:35](=[O:36])[C:32]2[CH:31]=[CH:30][C:29]([F:28])=[CH:34][CH:33]=2)([CH3:41])[CH3:40])=[O:42])=[N:16]1)[C:9]1[CH:14]=[CH:13][CH:12]=[CH:11][CH:10]=1. (5) Given the reactants C([O:3][C:4](=[O:23])[CH2:5][CH2:6][C:7]1[S:15][C:14]2[C:13]([N:16]3[CH2:21][CH2:20][O:19][CH2:18][CH2:17]3)=[N:12][C:11]([Cl:22])=[N:10][C:9]=2[CH:8]=1)C.[OH-].[Na+].Cl, predict the reaction product. The product is: [Cl:22][C:11]1[N:12]=[C:13]([N:16]2[CH2:21][CH2:20][O:19][CH2:18][CH2:17]2)[C:14]2[S:15][C:7]([CH2:6][CH2:5][C:4]([OH:23])=[O:3])=[CH:8][C:9]=2[N:10]=1. (6) The product is: [O:1]1[C@H:5]2[O:6][CH2:7][CH2:8][C@H:4]2[C@@H:3]([OH:9])[CH2:2]1.[O:1]1[C@H:5]2[O:6][CH2:7][CH2:8][C@H:4]2[C@@H:3]([OH:9])[CH2:2]1.[O:1]1[C@H:5]2[O:6][CH2:7][CH2:8][C@H:4]2[C@H:3]([OH:9])[CH2:2]1. Given the reactants [O:1]1[C@H:5]2[O:6][CH2:7][CH2:8][C@H:4]2[C:3](=[O:9])[CH2:2]1.B.[Na].[Cl-].[NH4+], predict the reaction product. (7) The product is: [NH2:1][C:2]1[N:6]([C:7]2[CH:8]=[C:9]([C:10](=[O:11])[NH:12][CH:33]3[CH2:34][CH2:35]3)[CH:15]=[CH:16][C:17]=2[CH3:18])[CH:48]=[N:50][C:3]=1[C:19]([C:20]1[CH:21]=[C:22]([CH:23]=[CH:24][CH:25]=1)[C:41]([OH:46])=[O:55])=[O:27]. Given the reactants [NH2:1][C:2]1[N:6]([C:7]2[CH:8]=[C:9]([CH:15]=[CH:16][C:17]=2[CH3:18])[C:10]([NH:12]OC)=[O:11])N=C[C:3]=1[C:19](=[O:27])[C:20]1[CH:25]=[CH:24][CH:23]=[C:22](I)[CH:21]=1.CCN=C=N[CH2:33][CH2:34][CH2:35]N(C)C.ON1C(=O)CC[C:41]1=[O:46].C[CH:48]([NH2:50])C.CN(C=[O:55])C, predict the reaction product.